This data is from Full USPTO retrosynthesis dataset with 1.9M reactions from patents (1976-2016). The task is: Predict the reactants needed to synthesize the given product. (1) The reactants are: [CH:1]1([NH2:4])[CH2:3][CH2:2]1.C[Al](C)C.[F:9][C:10]1[CH:15]=[CH:14][CH:13]=[C:12]([F:16])[C:11]=1[N:17]1[C:22]2[N:23]=[C:24]([NH:35][CH2:36][C:37](OC)=[O:38])[N:25]=[C:26]([C:27]3[CH:32]=[CH:31][C:30]([F:33])=[CH:29][C:28]=3[CH3:34])[C:21]=2[CH:20]=[CH:19][C:18]1=[O:41]. Given the product [CH:1]1([NH:4][C:37](=[O:38])[CH2:36][NH:35][C:24]2[N:25]=[C:26]([C:27]3[CH:32]=[CH:31][C:30]([F:33])=[CH:29][C:28]=3[CH3:34])[C:21]3[CH:20]=[CH:19][C:18](=[O:41])[N:17]([C:11]4[C:12]([F:16])=[CH:13][CH:14]=[CH:15][C:10]=4[F:9])[C:22]=3[N:23]=2)[CH2:3][CH2:2]1, predict the reactants needed to synthesize it. (2) Given the product [Cl:8][C:6]1[CH:5]=[C:4]([N:9]2[CH2:14][CH2:13][O:12][CH2:11][CH2:10]2)[N:3]=[C:2]([CH2:1][CH2:22][CH2:21][OH:20])[CH:7]=1, predict the reactants needed to synthesize it. The reactants are: [CH3:1][C:2]1[CH:7]=[C:6]([Cl:8])[CH:5]=[C:4]([N:9]2[CH2:14][CH2:13][O:12][CH2:11][CH2:10]2)[N:3]=1.C([Li])CCC.[O:20]1[CH2:22][CH2:21]1. (3) Given the product [Cl:21][C:19]1[CH:18]=[C:17]([S:22]([NH:11][C:8]2[CH:9]=[N:10][C:5]([S:2]([CH3:1])(=[O:4])=[O:3])=[CH:6][C:7]=2[O:12][CH3:13])(=[O:23])=[O:24])[CH:16]=[C:15]([Cl:14])[CH:20]=1, predict the reactants needed to synthesize it. The reactants are: [CH3:1][S:2]([C:5]1[N:10]=[CH:9][C:8]([NH2:11])=[C:7]([O:12][CH3:13])[CH:6]=1)(=[O:4])=[O:3].[Cl:14][C:15]1[CH:16]=[C:17]([S:22](Cl)(=[O:24])=[O:23])[CH:18]=[C:19]([Cl:21])[CH:20]=1. (4) Given the product [CH3:12][C:13]1[O:11][C:3]2[C:4]([N+:8]([O-:10])=[O:9])=[CH:5][CH:6]=[CH:7][C:2]=2[N:1]=1, predict the reactants needed to synthesize it. The reactants are: [NH2:1][C:2]1[CH:7]=[CH:6][CH:5]=[C:4]([N+:8]([O-:10])=[O:9])[C:3]=1[OH:11].[C:12](OCC)(OCC)(OCC)[CH3:13].O.[O-2].[O-2].[O-2].O=[Si]=O.O=[Si]=O.O=[Si]=O.O=[Si]=O.[Al+3].[Al+3]. (5) Given the product [NH:1]1[CH:5]=[CH:4][N:3]=[C:2]1[CH2:6][C:8]1[CH:9]=[C:10]([C:14]2[CH:19]=[CH:18][N:17]=[CH:16][CH:15]=2)[CH:11]=[CH:12][CH:13]=1, predict the reactants needed to synthesize it. The reactants are: [NH:1]1[CH:5]=[CH:4][N:3]=[C:2]1[CH:6]([C:8]1[CH:13]=[CH:12][CH:11]=[C:10]([C:14]2[CH:19]=[CH:18][N:17]=[CH:16][CH:15]=2)[CH:9]=1)O.C([SiH](CC)CC)C.FC(F)(F)C(O)=O. (6) Given the product [CH:1]1([NH:6][C:15]2[N:20]3[N:21]=[CH:22][N:23]=[C:19]3[N:18]=[C:17]([C:24]3[CH:29]=[CH:28][CH:27]=[CH:26][CH:25]=3)[C:16]=2[CH2:30][CH2:31][CH2:32][CH2:33][CH2:34][CH2:35][CH2:36][CH3:37])[CH2:5][CH2:4][CH2:3][CH2:2]1, predict the reactants needed to synthesize it. The reactants are: [CH:1]1([NH2:6])[CH2:5][CH2:4][CH2:3][CH2:2]1.C(N(CC)CC)C.Cl[C:15]1[N:20]2[N:21]=[CH:22][N:23]=[C:19]2[N:18]=[C:17]([C:24]2[CH:29]=[CH:28][CH:27]=[CH:26][CH:25]=2)[C:16]=1[CH2:30][CH2:31][CH2:32][CH2:33][CH2:34][CH2:35][CH2:36][CH3:37]. (7) Given the product [Br:36][C:37]1[CH:42]=[CH:41][C:40]([CH2:44][CH3:45])=[C:39]([CH:6]2[C:7](=[O:8])[C:2]([CH3:12])([CH3:1])[O:3][C:4]([CH3:11])([CH3:10])[C:5]2=[O:9])[CH:38]=1, predict the reactants needed to synthesize it. The reactants are: [CH3:1][C:2]1([CH3:12])[C:7](=[O:8])[CH2:6][C:5](=[O:9])[C:4]([CH3:11])([CH3:10])[O:3]1.C(Cl)(Cl)Cl.C1(C)C=CC=CC=1.C([O-])(=O)C.C([O-])(=O)C.C([O-])(=O)C.[Br:36][C:37]1[CH:38]=[CH:39][C:40]([CH2:44][CH3:45])=[C:41]([Pb+3])[CH:42]=1. (8) Given the product [F:37][C:36]([F:39])([F:38])[C:34]([OH:40])=[O:35].[NH2:7][C@@H:8]1[CH2:12][CH2:11][CH2:10][C@H:9]1[C:13]([NH:15][NH:16][C:17]([C@@H:19]1[CH2:25][CH2:24][C@@H:23]2[CH2:26][N:20]1[C:21](=[O:32])[N:22]2[O:27][S:28]([OH:31])(=[O:30])=[O:29])=[O:18])=[O:14], predict the reactants needed to synthesize it. The reactants are: C(OC(=O)[NH:7][C@@H:8]1[CH2:12][CH2:11][CH2:10][C@H:9]1[C:13]([NH:15][NH:16][C:17]([C@@H:19]1[CH2:25][CH2:24][C@@H:23]2[CH2:26][N:20]1[C:21](=[O:32])[N:22]2[O:27][S:28]([OH:31])(=[O:30])=[O:29])=[O:18])=[O:14])(C)(C)C.[C:34]([OH:40])([C:36]([F:39])([F:38])[F:37])=[O:35]. (9) Given the product [F:36][C:32]1[N:31]=[C:30]([C:9]2[CH2:14][CH2:13][N:12]([C:15]([O:17][C:18]([CH3:19])([CH3:20])[CH3:21])=[O:16])[CH2:11][CH:10]=2)[CH:35]=[CH:34][CH:33]=1, predict the reactants needed to synthesize it. The reactants are: CC1(C)C(C)(C)OB([C:9]2[CH2:14][CH2:13][N:12]([C:15]([O:17][C:18]([CH3:21])([CH3:20])[CH3:19])=[O:16])[CH2:11][CH:10]=2)O1.C(=O)([O-])[O-].[K+].[K+].Cl[C:30]1[CH:35]=[CH:34][CH:33]=[C:32]([F:36])[N:31]=1. (10) Given the product [Cl:10][C:11]1[C:12]([O:9][C:4]2[CH:5]=[N:6][C:7]([Cl:8])=[C:2]([Cl:1])[CH:3]=2)=[CH:13][C:14]([F:24])=[C:15]([CH:23]=1)[C:16]([O:18][C:19]([CH3:20])([CH3:21])[CH3:22])=[O:17], predict the reactants needed to synthesize it. The reactants are: [Cl:1][C:2]1[CH:3]=[C:4]([OH:9])[CH:5]=[N:6][C:7]=1[Cl:8].[Cl:10][C:11]1[C:12](F)=[CH:13][C:14]([F:24])=[C:15]([CH:23]=1)[C:16]([O:18][C:19]([CH3:22])([CH3:21])[CH3:20])=[O:17].C(=O)([O-])[O-].[K+].[K+].